Dataset: Catalyst prediction with 721,799 reactions and 888 catalyst types from USPTO. Task: Predict which catalyst facilitates the given reaction. (1) Reactant: [Si]([O:8][CH2:9][CH2:10][N:11]1[CH2:16][CH2:15][CH:14]([N:17]2[CH:21]=[C:20]([C:22]3[CH:27]=[N:26][C:25]([NH2:28])=[C:24]4[O:29][C:30]([C:32]5[CH:41]=[CH:40][CH:39]=[C:38]6[C:33]=5[CH:34]=[CH:35][N:36]=[CH:37]6)=[CH:31][C:23]=34)[CH:19]=[N:18]2)[CH2:13][CH2:12]1)(C(C)(C)C)(C)C.[F-].C([N+](CCCC)(CCCC)CCCC)CCC. Product: [NH2:28][C:25]1[N:26]=[CH:27][C:22]([C:20]2[CH:19]=[N:18][N:17]([CH:14]3[CH2:13][CH2:12][N:11]([CH2:10][CH2:9][OH:8])[CH2:16][CH2:15]3)[CH:21]=2)=[C:23]2[CH:31]=[C:30]([C:32]3[CH:41]=[CH:40][CH:39]=[C:38]4[C:33]=3[CH:34]=[CH:35][N:36]=[CH:37]4)[O:29][C:24]=12. The catalyst class is: 1. (2) Product: [F:1][C:2]([F:21])([F:20])[O:3][C:4]1[CH:9]=[CH:8][C:7]([S:10]([N:13]2[CH2:18][CH2:17][C:16](=[N:23][OH:24])[CH2:15][CH2:14]2)(=[O:12])=[O:11])=[CH:6][CH:5]=1. Reactant: [F:1][C:2]([F:21])([F:20])[O:3][C:4]1[CH:9]=[CH:8][C:7]([S:10]([N:13]2[CH2:18][CH2:17][C:16](=O)[CH2:15][CH2:14]2)(=[O:12])=[O:11])=[CH:6][CH:5]=1.Cl.[NH2:23][OH:24].C([O-])(=O)C.[Na+]. The catalyst class is: 14. (3) Reactant: [CH3:1][C:2]1[CH:7]=[N:6][CH:5]=[C:4]([CH3:8])[N:3]=1.[O-:9][Mn](=O)(=O)=O.[K+].[OH2:15]. Product: [CH3:8][C:4]1[N:3]=[C:2]([C:1]([OH:9])=[O:15])[CH:7]=[N:6][CH:5]=1. The catalyst class is: 697. (4) Reactant: [CH2:1]([O:3][C:4]([C@@H:6]1[CH2:8][C@H:7]1[C:9]([OH:11])=O)=[O:5])[CH3:2].[C:12]1([CH:18]([C:25]2[CH:30]=[CH:29][CH:28]=[CH:27][CH:26]=2)[N:19]2[CH2:24][CH2:23][NH:22][CH2:21][CH2:20]2)[CH:17]=[CH:16][CH:15]=[CH:14][CH:13]=1.C(N(C(C)C)CC)(C)C.CN(C(ON1N=NC2C=CC=NC1=2)=[N+](C)C)C.F[P-](F)(F)(F)(F)F. Product: [CH2:1]([O:3][C:4]([C@@H:6]1[CH2:8][C@H:7]1[C:9]([N:22]1[CH2:23][CH2:24][N:19]([CH:18]([C:12]2[CH:17]=[CH:16][CH:15]=[CH:14][CH:13]=2)[C:25]2[CH:30]=[CH:29][CH:28]=[CH:27][CH:26]=2)[CH2:20][CH2:21]1)=[O:11])=[O:5])[CH3:2]. The catalyst class is: 4. (5) Reactant: [Cl:1][C:2]1[CH:3]=[C:4]([C@H:8]2[CH2:13][CH2:12][C:11](=[O:14])[N:10]([C@@H:15]([CH2:21][CH3:22])[C:16](OCC)=[O:17])[C@@H:9]2[C:23]2[CH:28]=[CH:27][C:26]([Cl:29])=[CH:25][N:24]=2)[CH:5]=[CH:6][CH:7]=1.[BH4-].[Li+]. Product: [Cl:1][C:2]1[CH:3]=[C:4]([C@@H:8]2[C@@H:9]([C:23]3[CH:28]=[CH:27][C:26]([Cl:29])=[CH:25][N:24]=3)[N:10]([C@@H:15]([CH2:21][CH3:22])[CH2:16][OH:17])[C:11](=[O:14])[CH2:12][CH2:13]2)[CH:5]=[CH:6][CH:7]=1. The catalyst class is: 28.